The task is: Predict the product of the given reaction.. This data is from Forward reaction prediction with 1.9M reactions from USPTO patents (1976-2016). (1) Given the reactants [F:1][C:2]1[C:7]([F:8])=[CH:6][C:5]([F:9])=[C:4]([F:10])[C:3]=1[OH:11].C(=O)([O-])[O-].[K+].[K+].Br[CH2:19][CH2:20][CH2:21][CH2:22][CH2:23][CH3:24].O, predict the reaction product. The product is: [CH2:19]([O:11][C:3]1[C:2]([F:1])=[C:7]([F:8])[CH:6]=[C:5]([F:9])[C:4]=1[F:10])[CH2:20][CH2:21][CH2:22][CH2:23][CH3:24]. (2) The product is: [CH3:15][N:3]1[C:4](=[O:14])[C:5]2[Se:9][C:8]3[CH2:10][CH2:11][CH2:12][CH2:13][C:7]=3[C:6]=2[N:1]=[N:2]1. Given the reactants [N:1]1[C:6]2[C:7]3[CH2:13][CH2:12][CH2:11][CH2:10][C:8]=3[Se:9][C:5]=2[C:4](=[O:14])[NH:3][N:2]=1.[C:15](=O)([O-])[O-].[K+].[K+].IC, predict the reaction product. (3) Given the reactants [CH2:1]([N:8]1[CH2:13][CH2:12][CH:11]([NH:14][CH:15]2[CH2:24][CH2:23][C:22]3[C:17](=[CH:18][C:19]([O:25][CH3:26])=[CH:20][CH:21]=3)[CH2:16]2)[CH2:10][CH2:9]1)[C:2]1[CH:7]=[CH:6][CH:5]=[CH:4][CH:3]=1.[CH:27](=O)[CH2:28][CH3:29].C(O[BH-](OC(=O)C)OC(=O)C)(=O)C.[Na+], predict the reaction product. The product is: [CH2:1]([N:8]1[CH2:13][CH2:12][CH:11]([N:14]([CH:15]2[CH2:24][CH2:23][C:22]3[C:17](=[CH:18][C:19]([O:25][CH3:26])=[CH:20][CH:21]=3)[CH2:16]2)[CH2:27][CH2:28][CH3:29])[CH2:10][CH2:9]1)[C:2]1[CH:3]=[CH:4][CH:5]=[CH:6][CH:7]=1.